This data is from Full USPTO retrosynthesis dataset with 1.9M reactions from patents (1976-2016). The task is: Predict the reactants needed to synthesize the given product. (1) Given the product [NH2:24][N:7]1[C:3]([C:1]#[N:2])=[C:4]([C:13]2[CH:18]=[CH:17][CH:16]=[CH:15][C:14]=2[N+:19]([O-:21])=[O:20])[C:5]([C:8]([O:10][CH2:11][CH3:12])=[O:9])=[CH:6]1, predict the reactants needed to synthesize it. The reactants are: [C:1]([C:3]1[NH:7][CH:6]=[C:5]([C:8]([O:10][CH2:11][CH3:12])=[O:9])[C:4]=1[C:13]1[CH:18]=[CH:17][CH:16]=[CH:15][C:14]=1[N+:19]([O-:21])=[O:20])#[N:2].[H-].[Na+].[NH2:24]OP(=O)(C1C=CC=CC=1)C1C=CC=CC=1. (2) Given the product [CH3:4][O:5][C:6]1[CH:11]=[CH:10][CH:9]=[CH:8][C:7]=1[C:12]1[NH:14][C:16]2[CH2:22][CH2:21][N:20]([C:23]([O:25][C:26]([CH3:28])([CH3:27])[CH3:29])=[O:24])[CH2:19][CH2:18][C:17]=2[C:30](=[O:31])[N:13]=1, predict the reactants needed to synthesize it. The reactants are: C[O-].[Na+].[CH3:4][O:5][C:6]1[CH:11]=[CH:10][CH:9]=[CH:8][C:7]=1[C:12]([NH2:14])=[NH:13].O=[C:16]1[CH2:22][CH2:21][N:20]([C:23]([O:25][C:26]([CH3:29])([CH3:28])[CH3:27])=[O:24])[CH2:19][CH2:18][CH:17]1[C:30](OCC)=[O:31]. (3) Given the product [Cl:38][C:34]1[CH:33]=[C:32]([CH:37]=[CH:36][CH:35]=1)[CH2:31][NH:30][C:26]1[N:25]=[C:24]([C:23]2[C:18]3[C:19](=[N:20][C:15]([NH:14][CH:11]4[CH2:10][CH2:9][NH:8][CH2:13][CH2:12]4)=[N:16][CH:17]=3)[NH:21][N:22]=2)[CH:29]=[CH:28][N:27]=1, predict the reactants needed to synthesize it. The reactants are: C(OC([N:8]1[CH2:13][CH2:12][CH:11]([NH:14][C:15]2[N:20]=[C:19]3[NH:21][N:22]=[C:23]([C:24]4[CH:29]=[CH:28][N:27]=[C:26]([NH:30][CH2:31][C:32]5[CH:37]=[CH:36][CH:35]=[C:34]([Cl:38])[CH:33]=5)[N:25]=4)[C:18]3=[CH:17][N:16]=2)[CH2:10][CH2:9]1)=O)(C)(C)C.Cl. (4) Given the product [NH2:1][C:4]1[CH:56]=[CH:55][C:7]([O:8][C:9]2[CH:14]=[CH:13][C:12]([C:15]3[C:16]4[NH:20][C:19]([CH:21]=[C:22]5[N:54]=[C:25]([C:26]([C:38]6[CH:43]=[CH:42][C:41]([O:44][C:45]7[CH:50]=[CH:49][C:48]([NH2:51])=[CH:47][CH:46]=7)=[CH:40][CH:39]=6)=[C:27]6[NH:37][C:30](=[CH:31][C:32]7[CH:33]=[CH:34][C:35]=3[N:36]=7)[CH:29]=[CH:28]6)[CH:24]=[CH:23]5)=[CH:18][CH:17]=4)=[CH:11][CH:10]=2)=[CH:6][CH:5]=1, predict the reactants needed to synthesize it. The reactants are: [N+:1]([C:4]1[CH:56]=[CH:55][C:7]([O:8][C:9]2[CH:14]=[CH:13][C:12]([C:15]3[C:16]4[NH:20][C:19]([CH:21]=[C:22]5[N:54]=[C:25]([C:26]([C:38]6[CH:43]=[CH:42][C:41]([O:44][C:45]7[CH:50]=[CH:49][C:48]([N+:51]([O-])=O)=[CH:47][CH:46]=7)=[CH:40][CH:39]=6)=[C:27]6[NH:37][C:30](=[CH:31][C:32]7[CH:33]=[CH:34][C:35]=3[N:36]=7)[CH:29]=[CH:28]6)[CH:24]=[CH:23]5)=[CH:18][CH:17]=4)=[CH:11][CH:10]=2)=[CH:6][CH:5]=1)([O-])=O.Cl.O.O.Cl[Sn]Cl.N. (5) Given the product [CH3:27][C@@:10]1([C:13]([N:15]2[C@H:19]([C:20]3[CH:25]=[CH:24][CH:23]=[CH:22][CH:21]=3)[CH2:18][O:17][C:16]2=[O:26])=[O:14])[CH2:11][CH2:12][N:8]([C:41]([O:40][CH2:33][C:34]2[CH:39]=[CH:38][CH:37]=[CH:36][CH:35]=2)=[O:42])[CH2:9]1, predict the reactants needed to synthesize it. The reactants are: C([N:8]1[CH2:12][CH2:11][C@:10]([CH3:27])([C:13]([N:15]2[C@H:19]([C:20]3[CH:25]=[CH:24][CH:23]=[CH:22][CH:21]=3)[CH2:18][O:17][C:16]2=[O:26])=[O:14])[CH2:9]1)C1C=CC=CC=1.C([O-])(O)=O.[Na+].[CH2:33]([O:40][C:41](Cl)=[O:42])[C:34]1[CH:39]=[CH:38][CH:37]=[CH:36][CH:35]=1. (6) Given the product [Br:24][C:25]1[CH:26]=[CH:27][CH:28]=[C:29]2[C:34]=1[CH2:33][NH:32][CH2:31][CH2:30]2.[Br:7][C:8]1[CH:9]=[C:10]2[C:15](=[CH:16][CH:17]=1)[CH2:14][NH:13][CH2:12][CH2:11]2, predict the reactants needed to synthesize it. The reactants are: C(=O)([O-])[O-].[Na+].[Na+].[Br:7][C:8]1[CH:9]=[C:10]2[C:15](=[CH:16][CH:17]=1)[CH2:14][N:13](C(=O)C(F)(F)F)[CH2:12][CH2:11]2.[Br:24][C:25]1[CH:26]=[CH:27][CH:28]=[C:29]2[C:34]=1[CH2:33][N:32](C(=O)C(F)(F)F)[CH2:31][CH2:30]2.